Task: Predict the reactants needed to synthesize the given product.. Dataset: Full USPTO retrosynthesis dataset with 1.9M reactions from patents (1976-2016) Given the product [C:19]([O:18][C:16]([N:7]([C:2]1[CH:3]=[CH:4][CH:5]=[CH:6][N:1]=1)[CH2:8][CH2:9][CH2:10][CH2:11][C:12]([O:14][CH3:15])=[O:13])=[O:17])([CH3:22])([CH3:21])[CH3:20], predict the reactants needed to synthesize it. The reactants are: [N:1]1[CH:6]=[CH:5][CH:4]=[CH:3][C:2]=1[NH:7][CH2:8][CH2:9][CH2:10][CH2:11][C:12]([O:14][CH3:15])=[O:13].[C:16](O[C:16]([O:18][C:19]([CH3:22])([CH3:21])[CH3:20])=[O:17])([O:18][C:19]([CH3:22])([CH3:21])[CH3:20])=[O:17].